Dataset: Ames mutagenicity test results for genotoxicity prediction. Task: Regression/Classification. Given a drug SMILES string, predict its toxicity properties. Task type varies by dataset: regression for continuous values (e.g., LD50, hERG inhibition percentage) or binary classification for toxic/non-toxic outcomes (e.g., AMES mutagenicity, cardiotoxicity, hepatotoxicity). Dataset: ames. (1) The drug is CC(C)=C1CC[C@@H](C)CC1=O. The result is 0 (non-mutagenic). (2) The compound is CCc1c2ccccc2c(C)c2ccc3ccccc3c12. The result is 0 (non-mutagenic). (3) The drug is C=CC(OC(C)=O)c1ccc(OC)c2ccccc12. The result is 1 (mutagenic). (4) The molecule is CC1(C)Cc2ncccc2-c2nc(N)sc21. The result is 1 (mutagenic). (5) The result is 0 (non-mutagenic). The molecule is CN(C)CCNC(=O)c1cccc2oc(-c3ccccc3)nc12. (6) The result is 0 (non-mutagenic). The compound is O=[N+]([O-])c1ccccc1CO.